Dataset: Reaction yield outcomes from USPTO patents with 853,638 reactions. Task: Predict the reaction yield, written as a fraction of the theoretical maximum amount of product (1.0 means a 100% yield; for example, 0.34 means a 34% yield). (1) The reactants are [CH3:1][S:2]([CH2:5][C:6]([OH:8])=O)(=[O:4])=[O:3].O=C1N(P(Cl)(N2CCOC2=O)=O)CCO1.C(N(CC)CC)C.[Br:31][C:32]1[C:33]([F:42])=[C:34]2[C:40]([NH2:41])=[CH:39][NH:38][C:35]2=[N:36][CH:37]=1.C([O-])([O-])=O.[Na+].[Na+]. The catalyst is C(Cl)Cl. The product is [Br:31][C:32]1[C:33]([F:42])=[C:34]2[C:40]([NH:41][C:6](=[O:8])[CH2:5][S:2]([CH3:1])(=[O:4])=[O:3])=[CH:39][NH:38][C:35]2=[N:36][CH:37]=1. The yield is 0.661. (2) The reactants are [NH2:1][C:2]1[NH:6][N:5]=[C:4]([CH3:7])[C:3]=1[C:8]1[S:9][C:10]2[CH:16]=[C:15]([S:17](Cl)(=[O:19])=[O:18])[CH:14]=[CH:13][C:11]=2[N:12]=1.[CH3:21][O:22][CH2:23][CH2:24][NH2:25].CN1CCOCC1. The catalyst is CO. The product is [CH3:21][O:22][CH2:23][CH2:24][NH:25][S:17]([C:15]1[CH:14]=[CH:13][C:11]2[N:12]=[C:8]([C:3]3[C:4]([CH3:7])=[N:5][NH:6][C:2]=3[NH2:1])[S:9][C:10]=2[CH:16]=1)(=[O:19])=[O:18]. The yield is 0.460.